Dataset: Full USPTO retrosynthesis dataset with 1.9M reactions from patents (1976-2016). Task: Predict the reactants needed to synthesize the given product. (1) Given the product [CH:24]1([CH2:23][N:13]2[CH:14]=[C:9]([C:6]3[CH:7]=[CH:8][C:3]([O:2][CH3:1])=[CH:4][CH:5]=3)[CH:10]=[CH:11][C:12]2=[O:15])[CH2:29][CH2:28][CH2:27][CH2:26][CH2:25]1, predict the reactants needed to synthesize it. The reactants are: [CH3:1][O:2][C:3]1[CH:8]=[CH:7][C:6]([C:9]2[CH:10]=[CH:11][C:12](=[O:15])[NH:13][CH:14]=2)=[CH:5][CH:4]=1.C([O-])([O-])=O.[K+].[K+].Br[CH2:23][CH:24]1[CH2:29][CH2:28][CH2:27][CH2:26][CH2:25]1. (2) Given the product [CH3:1][N:2]1[C:10]2[C:5](=[CH:6][C:7]([S:11][C:12]3[CH:19]=[CH:18][C:17]([F:20])=[CH:16][C:13]=3[CH2:14][NH2:15])=[CH:8][CH:9]=2)[CH:4]=[N:3]1, predict the reactants needed to synthesize it. The reactants are: [CH3:1][N:2]1[C:10]2[C:5](=[CH:6][C:7]([S:11][C:12]3[CH:19]=[CH:18][C:17]([F:20])=[CH:16][C:13]=3[C:14]#[N:15])=[CH:8][CH:9]=2)[CH:4]=[N:3]1.Cl. (3) Given the product [NH2:42][C@H:29]1[C@H:30]([OH:34])[C@@H:31]([CH3:33])[CH2:32][N:27]([C:26]2[CH:25]=[CH:24][N:23]=[CH:22][C:21]=2[NH:20][C:16]([C:12]2[CH:11]=[CH:10][C:9]3[C:14](=[CH:15][C:6]([N:4]4[CH2:3][C:2]([CH3:19])([CH3:1])[CH2:5]4)=[CH:7][CH:8]=3)[N:13]=2)=[O:17])[CH2:28]1, predict the reactants needed to synthesize it. The reactants are: [CH3:1][C:2]1([CH3:19])[CH2:5][N:4]([C:6]2[CH:15]=[C:14]3[C:9]([CH:10]=[CH:11][C:12]([C:16](O)=[O:17])=[N:13]3)=[CH:8][CH:7]=2)[CH2:3]1.[NH2:20][C:21]1[CH:22]=[N:23][CH:24]=[CH:25][C:26]=1[N:27]1[CH2:32][C@H:31]([CH3:33])[C@@H:30]([O:34][Si](C(C)(C)C)(C)C)[C@H:29]([NH:42]C(=O)OC(C)(C)C)[CH2:28]1. (4) Given the product [Br:1][C:2]1[CH:10]=[C:9]([C:11]([F:12])([F:13])[F:14])[CH:8]=[C:7]2[C:3]=1[CH2:4][CH2:5][N:6]2[C:18]([CH:15]1[CH2:17][CH2:16]1)=[O:19], predict the reactants needed to synthesize it. The reactants are: [Br:1][C:2]1[CH:10]=[C:9]([C:11]([F:14])([F:13])[F:12])[CH:8]=[C:7]2[C:3]=1[CH2:4][CH2:5][NH:6]2.[CH:15]1([C:18](Cl)=[O:19])[CH2:17][CH2:16]1.N1C=CC=CC=1.O. (5) Given the product [CH:1]1([NH:4][C:5]([NH:6][C:7]2[CH:42]=[CH:41][C:10]([O:11][C:12]3[CH:17]=[CH:16][N:15]=[C:14]4[CH:18]=[C:19]([C:21]5[CH:22]=[CH:23][C:24]([CH2:27][CH2:28][NH:29][CH2:37][CH2:38][O:39][CH3:40])=[CH:25][N:26]=5)[S:20][C:13]=34)=[C:9]([F:43])[CH:8]=2)=[O:44])[CH2:3][CH2:2]1, predict the reactants needed to synthesize it. The reactants are: [CH:1]1([NH:4][C:5](=[O:44])[NH:6][C:7]2[CH:42]=[CH:41][C:10]([O:11][C:12]3[CH:17]=[CH:16][N:15]=[C:14]4[CH:18]=[C:19]([C:21]5[N:26]=[CH:25][C:24]([CH2:27][CH2:28][N:29]([CH2:37][CH2:38][O:39][CH3:40])C(=O)OC(C)(C)C)=[CH:23][CH:22]=5)[S:20][C:13]=34)=[C:9]([F:43])[CH:8]=2)[CH2:3][CH2:2]1.C(O)(C(F)(F)F)=O.